From a dataset of Peptide-MHC class II binding affinity with 134,281 pairs from IEDB. Regression. Given a peptide amino acid sequence and an MHC pseudo amino acid sequence, predict their binding affinity value. This is MHC class II binding data. (1) The peptide sequence is NKSVVIPKLDELGNI. The MHC is DRB1_0101 with pseudo-sequence DRB1_0101. The binding affinity (normalized) is 0.411. (2) The peptide sequence is FHKRDMRLLSLAVSS. The MHC is DRB1_0801 with pseudo-sequence DRB1_0801. The binding affinity (normalized) is 0.633. (3) The peptide sequence is NYEQQEQASQQILSS. The MHC is DRB1_0701 with pseudo-sequence DRB1_0701. The binding affinity (normalized) is 0.168. (4) The peptide sequence is FLTGPLNFTGPCKGD. The MHC is HLA-DQA10102-DQB10602 with pseudo-sequence HLA-DQA10102-DQB10602. The binding affinity (normalized) is 0.176. (5) The peptide sequence is EQTSMAVTATDIREL. The MHC is H-2-IAb with pseudo-sequence H-2-IAb. The binding affinity (normalized) is 0.166. (6) The peptide sequence is AFILDGDNLFPKV. The MHC is DRB1_0404 with pseudo-sequence DRB1_0404. The binding affinity (normalized) is 0.317.